This data is from Reaction yield outcomes from USPTO patents with 853,638 reactions. The task is: Predict the reaction yield, written as a fraction of the theoretical maximum amount of product (1.0 means a 100% yield; for example, 0.34 means a 34% yield). (1) The reactants are [CH2:1]([C:3]1[NH:4][C:5]2[CH:11]=[C:10]([NH2:12])[CH:9]=[CH:8][C:6]=2[N:7]=1)[CH3:2].[Br:13]Br. The catalyst is CC(O)=O. The product is [CH2:1]([C:3]1[NH:4][C:5]2[C:11]([Br:13])=[C:10]([NH2:12])[CH:9]=[CH:8][C:6]=2[N:7]=1)[CH3:2]. The yield is 0.820. (2) The reactants are CS(C)=O.C(Cl)(=O)C(Cl)=O.[CH3:11][C:12]1[C:20]2[C:15](=[CH:16][N:17]=[C:18]([CH2:21][OH:22])[CH:19]=2)[O:14][CH:13]=1. The yield is 0.720. The product is [CH3:11][C:12]1[C:20]2[C:15](=[CH:16][N:17]=[C:18]([CH:21]=[O:22])[CH:19]=2)[O:14][CH:13]=1. The catalyst is C(Cl)Cl. (3) The reactants are C([O:8][C:9]1[C:14]2[N:15]=[C:16]([CH3:18])[O:17][C:13]=2[CH:12]=[CH:11][C:10]=1[CH:19]([O:25][C:26]([CH3:29])([CH3:28])[CH3:27])[C:20]([O:22][CH2:23][CH3:24])=[O:21])C1C=CC=CC=1. The catalyst is [Pd].CO. The product is [C:26]([O:25][CH:19]([C:10]1[CH:11]=[CH:12][C:13]2[O:17][C:16]([CH3:18])=[N:15][C:14]=2[C:9]=1[OH:8])[C:20]([O:22][CH2:23][CH3:24])=[O:21])([CH3:28])([CH3:27])[CH3:29]. The yield is 1.00. (4) The reactants are [N:1]1[CH:6]=[CH:5][C:4]([CH2:7][C:8]([C:10]2[CH:15]=[CH:14][CH:13]=[C:12]([C:16]([F:19])([F:18])[F:17])[CH:11]=2)=O)=[CH:3][CH:2]=1.C(OC(=O)[NH:26][C:27]1[C:31]([CH:32]=O)=[C:30]([CH3:34])[O:29][N:28]=1)(C)(C)C.O.CCOC(C)=O. The catalyst is CCO.N1CCCCC1.C(O)(=O)C. The product is [CH3:34][C:30]1[O:29][N:28]=[C:27]2[C:31]=1[CH:32]=[C:7]([C:4]1[CH:5]=[CH:6][N:1]=[CH:2][CH:3]=1)[C:8]([C:10]1[CH:15]=[CH:14][CH:13]=[C:12]([C:16]([F:19])([F:18])[F:17])[CH:11]=1)=[N:26]2. The yield is 0.0600. (5) The reactants are C[O:2][C:3](=O)[C:4]1[CH:9]=[CH:8][CH:7]=[C:6]([N+:10]([O-:12])=[O:11])[C:5]=1[CH2:13]Br.[NH3:16]. The catalyst is CO. The product is [N+:10]([C:6]1[CH:7]=[CH:8][CH:9]=[C:4]2[C:5]=1[CH2:13][NH:16][C:3]2=[O:2])([O-:12])=[O:11]. The yield is 0.810. (6) The reactants are [C:1]([C:3]1[CH:8]=[CH:7][C:6]([CH2:9][CH2:10][CH2:11][CH2:12][CH2:13][CH2:14][CH2:15][CH3:16])=[CH:5][CH:4]=1)#[CH:2].C1CCCCC1.[CH3:23][C:24]1([CH3:31])[O:29][CH2:28][C:27](=[O:30])[CH2:26][O:25]1. The catalyst is C1COCC1.CCOCC. The product is [CH3:23][C:24]1([CH3:31])[O:29][CH2:28][C:27]([C:2]#[C:1][C:3]2[CH:8]=[CH:7][C:6]([CH2:9][CH2:10][CH2:11][CH2:12][CH2:13][CH2:14][CH2:15][CH3:16])=[CH:5][CH:4]=2)([OH:30])[CH2:26][O:25]1. The yield is 0.630. (7) The reactants are Br[C:2]1[CH:3]=[N:4][C:5]([C:8]#[N:9])=[N:6][CH:7]=1.[NH:10]1[CH2:14][CH2:13][CH2:12][CH2:11]1.C(N(C(C)C)CC)(C)C. The catalyst is CN(C=O)C.O. The product is [N:10]1([C:2]2[CH:3]=[N:4][C:5]([C:8]#[N:9])=[N:6][CH:7]=2)[CH2:14][CH2:13][CH2:12][CH2:11]1. The yield is 0.210.